Dataset: Forward reaction prediction with 1.9M reactions from USPTO patents (1976-2016). Task: Predict the product of the given reaction. The product is: [CH2:1]1[C:9]2[C:4](=[CH:5][C:6]([S:10]([NH:14][C:15]3[CH:19]=[CH:18][S:17][C:16]=3[C:20]([O:22][CH3:23])=[O:21])(=[O:12])=[O:11])=[CH:7][CH:8]=2)[CH2:3][CH2:2]1. Given the reactants [CH2:1]1[C:9]2[C:4](=[CH:5][C:6]([S:10](Cl)(=[O:12])=[O:11])=[CH:7][CH:8]=2)[CH2:3][CH2:2]1.[NH2:14][C:15]1[CH:19]=[CH:18][S:17][C:16]=1[C:20]([O:22][CH3:23])=[O:21].N1C=CC=CC=1, predict the reaction product.